Dataset: Reaction yield outcomes from USPTO patents with 853,638 reactions. Task: Predict the reaction yield, written as a fraction of the theoretical maximum amount of product (1.0 means a 100% yield; for example, 0.34 means a 34% yield). (1) The reactants are Br[C:2]1[CH:7]=[CH:6][C:5]([S:8]([NH2:11])(=[O:10])=[O:9])=[CH:4][CH:3]=1.O1C=CC=N1.[Br-].[CH:18]1([Zn+])[CH2:22][CH2:21][CH2:20][CH2:19]1. The catalyst is CN(C=O)C. The product is [CH:18]1([C:2]2[CH:7]=[CH:6][C:5]([S:8]([NH2:11])(=[O:10])=[O:9])=[CH:4][CH:3]=2)[CH2:22][CH2:21][CH2:20][CH2:19]1. The yield is 0.610. (2) The reactants are [F:1][C:2]1[CH:42]=[CH:41][C:5]([C:6]([NH:8][C@:9]([C:31]2[CH:36]=[CH:35][C:34]([F:37])=[C:33]([O:38][CH:39]=[CH2:40])[CH:32]=2)([C:17]2[CH:22]=[C:21]([O:23][C:24]([F:29])([F:28])[CH:25]([F:27])[F:26])[CH:20]=[C:19]([F:30])[CH:18]=2)[CH2:10][C:11]2[CH:16]=[CH:15][CH:14]=[CH:13][CH:12]=2)=[O:7])=[CH:4][C:3]=1[C:43]([F:46])([F:45])[F:44].[Zn](CC)[CH2:48]C.C(I)I. The catalyst is C1(C)C=CC=CC=1. The product is [CH:39]1([O:38][C:33]2[CH:32]=[C:31]([C@@:9]([NH:8][C:6](=[O:7])[C:5]3[CH:41]=[CH:42][C:2]([F:1])=[C:3]([C:43]([F:46])([F:45])[F:44])[CH:4]=3)([C:17]3[CH:22]=[C:21]([O:23][C:24]([F:28])([F:29])[CH:25]([F:26])[F:27])[CH:20]=[C:19]([F:30])[CH:18]=3)[CH2:10][C:11]3[CH:12]=[CH:13][CH:14]=[CH:15][CH:16]=3)[CH:36]=[CH:35][C:34]=2[F:37])[CH2:48][CH2:40]1. The yield is 0.520. (3) The catalyst is C(#N)C. The yield is 0.440. The reactants are [C:1]([CH:3]=[C:4]1[CH2:7][N:6](C(OC(C)(C)C)=O)[CH2:5]1)#[N:2].N12CCCN=C1CCCCC2.[CH2:26]([N:33]1[C:37]2[CH:38]=[CH:39][C:40]3[N:41]([C:42]([CH3:45])=[N:43][N:44]=3)[C:36]=2[CH:35]=[C:34]1[C:46]1[NH:50][N:49]=[CH:48][CH:47]=1)[C:27]1[CH:32]=[CH:31][CH:30]=[CH:29][CH:28]=1.Cl.O1CCOCC1. The product is [CH2:26]([N:33]1[C:37]2[CH:38]=[CH:39][C:40]3[N:41]([C:42]([CH3:45])=[N:43][N:44]=3)[C:36]=2[CH:35]=[C:34]1[C:46]1[CH:47]=[CH:48][N:49]([C:4]2([CH2:3][C:1]#[N:2])[CH2:5][NH:6][CH2:7]2)[N:50]=1)[C:27]1[CH:28]=[CH:29][CH:30]=[CH:31][CH:32]=1. (4) The reactants are C(OC(=O)[NH:7][C@H:8]([C:13]1[N:14]=[C:15]([NH:18][C:19]2[CH:24]=[CH:23][C:22]([N:25]3[CH:29]=[C:28]([CH3:30])[N:27]=[CH:26]3)=[C:21]([O:31][CH3:32])[CH:20]=2)[S:16][CH:17]=1)[CH2:9][CH:10]([CH3:12])[CH3:11])(C)(C)C.[ClH:34]. The catalyst is C(Cl)Cl.C(OCC)C. The product is [ClH:34].[ClH:34].[ClH:34].[NH2:7][C@H:8]([C:13]1[N:14]=[C:15]([NH:18][C:19]2[CH:24]=[CH:23][C:22]([N:25]3[CH:29]=[C:28]([CH3:30])[N:27]=[CH:26]3)=[C:21]([O:31][CH3:32])[CH:20]=2)[S:16][CH:17]=1)[CH2:9][CH:10]([CH3:11])[CH3:12]. The yield is 1.00. (5) The reactants are [O:1]=[C:2]1[CH2:7][O:6][C:5]2[N:8]=[C:9]([C:18]3[CH:23]=[CH:22][C:21]([C:24]4([NH:28][C:29](=[O:35])[O:30][C:31]([CH3:34])([CH3:33])[CH3:32])[CH2:27][CH2:26][CH2:25]4)=[CH:20][CH:19]=3)[C:10]([C:12]3[CH:17]=[CH:16][CH:15]=[CH:14][CH:13]=3)=[CH:11][C:4]=2[NH:3]1.C(=O)([O-])[O-].[K+].[K+].Br[CH:43]1[CH2:46][CH2:45][CH2:44]1. The catalyst is CN(C)C=O.C(=O)(O)[O-].[Na+]. The product is [CH:43]1([N:3]2[C:2](=[O:1])[CH2:7][O:6][C:5]3[N:8]=[C:9]([C:18]4[CH:23]=[CH:22][C:21]([C:24]5([NH:28][C:29](=[O:35])[O:30][C:31]([CH3:32])([CH3:34])[CH3:33])[CH2:25][CH2:26][CH2:27]5)=[CH:20][CH:19]=4)[C:10]([C:12]4[CH:13]=[CH:14][CH:15]=[CH:16][CH:17]=4)=[CH:11][C:4]2=3)[CH2:46][CH2:45][CH2:44]1. The yield is 0.270. (6) The reactants are [CH:1]1([C:4]2[O:8][N:7]=[C:6]([C:9]3[C:14]([Cl:15])=[CH:13][CH:12]=[CH:11][C:10]=3[Cl:16])[C:5]=2[CH2:17][O:18][C@H:19]2[CH2:24][CH2:23][C@H:22]([C:25]3[CH:30]=[CH:29][C:28]([OH:31])=[CH:27][CH:26]=3)[CH2:21][CH2:20]2)[CH2:3][CH2:2]1.N1C=CC=CC=1.[F:38][C:39]([F:52])([F:51])[S:40](O[S:40]([C:39]([F:52])([F:51])[F:38])(=[O:42])=[O:41])(=[O:42])=[O:41]. The catalyst is ClCCl. The product is [CH:1]1([C:4]2[O:8][N:7]=[C:6]([C:9]3[C:10]([Cl:16])=[CH:11][CH:12]=[CH:13][C:14]=3[Cl:15])[C:5]=2[CH2:17][O:18][C@H:19]2[CH2:20][CH2:21][C@H:22]([C:25]3[CH:26]=[CH:27][C:28]([O:31][S:40]([C:39]([F:52])([F:51])[F:38])(=[O:42])=[O:41])=[CH:29][CH:30]=3)[CH2:23][CH2:24]2)[CH2:2][CH2:3]1. The yield is 0.900. (7) The reactants are [C:1]1([CH:7]2[C:16]3[C:11]4=[C:12]([CH:18]([C:21]5[CH:26]=[CH:25][CH:24]=[CH:23][CH:22]=5)[CH2:19][CH2:20][N:10]4[CH2:9][CH2:8]2)[CH:13]=[C:14]([NH2:17])[CH:15]=3)[CH:6]=[CH:5][CH:4]=[CH:3][CH:2]=1.[CH2:27]([N:29]=[C:30]=[O:31])[CH3:28]. The catalyst is ClCCl. The product is [C:21]1([CH:18]2[C:12]3[C:11]4=[C:16]([CH:7]([C:1]5[CH:2]=[CH:3][CH:4]=[CH:5][CH:6]=5)[CH2:8][CH2:9][N:10]4[CH2:20][CH2:19]2)[CH:15]=[C:14]([NH:17][C:30]([NH:29][CH2:27][CH3:28])=[O:31])[CH:13]=3)[CH:26]=[CH:25][CH:24]=[CH:23][CH:22]=1. The yield is 0.970.